From a dataset of Peptide-MHC class II binding affinity with 134,281 pairs from IEDB. Regression. Given a peptide amino acid sequence and an MHC pseudo amino acid sequence, predict their binding affinity value. This is MHC class II binding data. (1) The peptide sequence is WKKYFAATQFEPLAA. The MHC is DRB1_0701 with pseudo-sequence DRB1_0701. The binding affinity (normalized) is 0.721. (2) The peptide sequence is YEAFVLHFSEALRII. The MHC is DRB1_0901 with pseudo-sequence DRB1_0901. The binding affinity (normalized) is 0.833. (3) The peptide sequence is VKAWWTDLLAKPSVQ. The MHC is HLA-DQA10102-DQB10602 with pseudo-sequence HLA-DQA10102-DQB10602. The binding affinity (normalized) is 0.366. (4) The peptide sequence is AFILDGDNLFPKV. The MHC is H-2-IAb with pseudo-sequence H-2-IAb. The binding affinity (normalized) is 0.181.